From a dataset of Forward reaction prediction with 1.9M reactions from USPTO patents (1976-2016). Predict the product of the given reaction. (1) Given the reactants [NH2:1][CH:2]1[C:8](=[O:9])[N:7]([CH:10]([CH3:12])[CH3:11])[C:6]2[CH:13]=[CH:14][CH:15]=[CH:16][C:5]=2[N:4]([CH:17]([CH3:19])[CH3:18])[C:3]1=[O:20].[Cl:21][C:22]1[CH:23]=[C:24]([CH2:29][CH:30]([C:34]2[CH:39]=[CH:38][CH:37]=[CH:36][CH:35]=2)[C:31](O)=[O:32])[CH:25]=[CH:26][C:27]=1[Cl:28], predict the reaction product. The product is: [Cl:21][C:22]1[CH:23]=[C:24]([CH2:29][CH:30]([C:34]2[CH:35]=[CH:36][CH:37]=[CH:38][CH:39]=2)[C:31]([NH:1][CH:2]2[C:8](=[O:9])[N:7]([CH:10]([CH3:12])[CH3:11])[C:6]3[CH:13]=[CH:14][CH:15]=[CH:16][C:5]=3[N:4]([CH:17]([CH3:19])[CH3:18])[C:3]2=[O:20])=[O:32])[CH:25]=[CH:26][C:27]=1[Cl:28]. (2) Given the reactants [Br:1][C:2]1[CH:3]=[C:4]([CH:8]=[CH:9][C:10]=1[O:11][CH3:12])[C:5]([OH:7])=O.[CH3:13][N:14]1[CH2:19][CH2:18][N:17]([C:20]2[CH:25]=[CH:24][C:23]([NH2:26])=[CH:22][CH:21]=2)[CH2:16][CH2:15]1.CCN=C=NCCCN(C)C.C1C=CC2N(O)N=NC=2C=1.CN1CCOCC1, predict the reaction product. The product is: [Br:1][C:2]1[CH:3]=[C:4]([CH:8]=[CH:9][C:10]=1[O:11][CH3:12])[C:5]([NH:26][C:23]1[CH:22]=[CH:21][C:20]([N:17]2[CH2:16][CH2:15][N:14]([CH3:13])[CH2:19][CH2:18]2)=[CH:25][CH:24]=1)=[O:7]. (3) Given the reactants C([O:8][C:9]1[CH:10]=[C:11]([N:16]2[CH:20]=[CH:19][C:18]([CH3:21])=[N:17]2)[CH:12]=[CH:13][C:14]=1[F:15])C1C=CC=CC=1, predict the reaction product. The product is: [F:15][C:14]1[CH:13]=[CH:12][C:11]([N:16]2[CH:20]=[CH:19][C:18]([CH3:21])=[N:17]2)=[CH:10][C:9]=1[OH:8]. (4) Given the reactants [CH3:1][O:2][C:3]1[CH:8]=[CH:7][CH:6]=[CH:5][C:4]=1[Mg]Br.[CH2:11]1[C:13]23[CH2:15][C:12]12[CH2:14]3, predict the reaction product. The product is: [CH3:1][O:2][C:3]1[CH:8]=[CH:7][CH:6]=[CH:5][C:4]=1[C:12]12[CH2:15][CH:13]([CH2:14]1)[CH2:11]2. (5) Given the reactants [CH3:1][O:2][C:3](=[O:20])[CH2:4][C:5]1[CH:10]=[CH:9][CH:8]=[C:7]([NH:11][C:12]([C:14]2[O:15][C:16](Br)=[CH:17][CH:18]=2)=[O:13])[CH:6]=1.[F:21][C:22]([F:33])([F:32])[C:23]1[CH:24]=[C:25](B(O)O)[CH:26]=[CH:27][CH:28]=1, predict the reaction product. The product is: [CH3:1][O:2][C:3](=[O:20])[CH2:4][C:5]1[CH:10]=[CH:9][CH:8]=[C:7]([NH:11][C:12]([C:14]2[O:15][C:16]([C:27]3[CH:26]=[CH:25][CH:24]=[C:23]([C:22]([F:33])([F:32])[F:21])[CH:28]=3)=[CH:17][CH:18]=2)=[O:13])[CH:6]=1. (6) The product is: [C:1]([C:3]1[CH:20]=[CH:19][C:6]([CH:7]2[C:25]3[C:26](=[O:31])[NH:27][CH:28]=[C:29]([CH3:30])[C:24]=3[NH:23][C:16]([CH3:17])=[C:8]2[C:9]([O:11][CH2:12][CH2:13][C:14]#[N:15])=[O:10])=[C:5]([O:21][CH3:22])[CH:4]=1)#[N:2]. Given the reactants [C:1]([C:3]1[CH:20]=[CH:19][C:6]([CH:7]=[C:8]([C:16](=O)[CH3:17])[C:9]([O:11][CH2:12][CH2:13][C:14]#[N:15])=[O:10])=[C:5]([O:21][CH3:22])[CH:4]=1)#[N:2].[NH2:23][C:24]1[C:29]([CH3:30])=[CH:28][NH:27][C:26](=[O:31])[CH:25]=1, predict the reaction product. (7) Given the reactants [Cl:1][C:2]1[C:3]([O:12][CH:13]([CH2:16][F:17])[CH2:14][F:15])=[N:4][CH:5]=[C:6]([CH:11]=1)[C:7](OC)=[O:8].CC(C[AlH]CC(C)C)C.[C@H](O)(C([O-])=O)[C@@H](O)C([O-])=O.[Na+].[K+], predict the reaction product. The product is: [Cl:1][C:2]1[CH:11]=[C:6]([CH2:7][OH:8])[CH:5]=[N:4][C:3]=1[O:12][CH:13]([CH2:16][F:17])[CH2:14][F:15]. (8) Given the reactants [CH2:1]([C:6]1[O:7][C:8]2[CH:14]=[CH:13][C:12]([CH2:15][CH2:16]O)=[CH:11][C:9]=2[N:10]=1)[CH2:2][CH2:3][CH2:4][CH3:5].C1(P(C2C=CC=CC=2)C2C=CC=CC=2)C=CC=CC=1.N1C=CN=C1.[I-:42].Cl.[NH4+], predict the reaction product. The product is: [I:42][CH2:16][CH2:15][C:12]1[CH:13]=[CH:14][C:8]2[O:7][C:6]([CH2:1][CH2:2][CH2:3][CH2:4][CH3:5])=[N:10][C:9]=2[CH:11]=1. (9) The product is: [C:40]([C:38]1[CH:39]=[C:35]([NH:34][C:32]([NH:31][C@@H:24]2[C:25]3[C:30](=[CH:29][CH:28]=[CH:27][CH:26]=3)[C@H:21]([O:20][C:17]3[CH:18]=[CH:19][C:14]4[N:15]([C:11]([N:8]5[CH2:9][CH2:10][CH:5]([OH:4])[CH2:6][CH2:7]5)=[N:12][N:13]=4)[CH:16]=3)[CH2:22][CH2:23]2)=[O:33])[N:36]([C:44]2[CH:49]=[CH:48][C:47]([CH2:50][OH:51])=[CH:46][CH:45]=2)[N:37]=1)([CH3:43])([CH3:41])[CH3:42]. Given the reactants C([O:4][CH:5]1[CH2:10][CH2:9][N:8]([C:11]2[N:15]3[CH:16]=[C:17]([O:20][C@H:21]4[C:30]5[C:25](=[CH:26][CH:27]=[CH:28][CH:29]=5)[C@@H:24]([NH:31][C:32]([NH:34][C:35]5[N:36]([C:44]6[CH:49]=[CH:48][C:47]([CH2:50][OH:51])=[CH:46][CH:45]=6)[N:37]=[C:38]([C:40]([CH3:43])([CH3:42])[CH3:41])[CH:39]=5)=[O:33])[CH2:23][CH2:22]4)[CH:18]=[CH:19][C:14]3=[N:13][N:12]=2)[CH2:7][CH2:6]1)C=C.CN1C(=O)CC(=O)N(C)C1=O, predict the reaction product. (10) Given the reactants F[C:2]1[C:7]([C:8]2[N:16]=[CH:15][N:14]=[C:13]3[C:9]=2[N:10]=[CH:11][N:12]3C2CCCCO2)=[CH:6][CH:5]=[CH:4][N:3]=1.[NH2:23][C:24]1[C:25]([F:41])=[C:26]([NH:31][S:32]([C:35]2[CH:40]=[CH:39][CH:38]=[CH:37][CH:36]=2)(=[O:34])=[O:33])[CH:27]=[CH:28][C:29]=1[F:30], predict the reaction product. The product is: [N:16]1[C:8]([C:7]2[C:2]([NH:23][C:24]3[C:25]([F:41])=[C:26]([NH:31][S:32]([C:35]4[CH:40]=[CH:39][CH:38]=[CH:37][CH:36]=4)(=[O:34])=[O:33])[CH:27]=[CH:28][C:29]=3[F:30])=[N:3][CH:4]=[CH:5][CH:6]=2)=[C:9]2[C:13]([NH:12][CH:11]=[N:10]2)=[N:14][CH:15]=1.